From a dataset of Full USPTO retrosynthesis dataset with 1.9M reactions from patents (1976-2016). Predict the reactants needed to synthesize the given product. (1) Given the product [NH2:1][C:2]1[C:3]([C:22]2[CH:31]=[CH:30][C:25]([C:26]([O:28][CH3:29])=[O:27])=[C:24]([F:32])[CH:23]=2)=[N:4][C:5]([CH:8]2[CH2:13][CH2:12][CH:11]([NH2:14])[CH2:10][CH2:9]2)=[CH:6][N:7]=1, predict the reactants needed to synthesize it. The reactants are: [NH2:1][C:2]1[C:3]([C:22]2[CH:31]=[CH:30][C:25]([C:26]([O:28][CH3:29])=[O:27])=[C:24]([F:32])[CH:23]=2)=[N:4][C:5]([CH:8]2[CH2:13][CH2:12][CH:11]([NH:14]CC3C=CC=CC=3)[CH2:10][CH2:9]2)=[CH:6][N:7]=1.[H][H]. (2) Given the product [CH3:21][O:20][C:17]1[CH:18]=[C:19]2[C:14]([N:13]=[C:12]([CH3:22])[C:11](=[O:23])[N:10]2[CH2:9][CH2:8][N:5]2[CH2:4][CH2:3][CH:2]([NH:1][CH2:35][C:33]3[CH:32]=[CH:31][C:28]4[O:29][CH2:30][C:25](=[O:24])[NH:26][C:27]=4[N:34]=3)[CH2:7][CH2:6]2)=[CH:15][CH:16]=1, predict the reactants needed to synthesize it. The reactants are: [NH2:1][CH:2]1[CH2:7][CH2:6][N:5]([CH2:8][CH2:9][N:10]2[C:19]3[C:14](=[CH:15][CH:16]=[C:17]([O:20][CH3:21])[CH:18]=3)[N:13]=[C:12]([CH3:22])[C:11]2=[O:23])[CH2:4][CH2:3]1.[O:24]=[C:25]1[CH2:30][O:29][C:28]2[CH:31]=[CH:32][C:33]([CH:35]=O)=[N:34][C:27]=2[NH:26]1.C(O[BH-](OC(=O)C)OC(=O)C)(=O)C.[Na+]. (3) Given the product [CH:41]1([C:50]2[CH:51]=[C:52]([CH:62]=[O:63])[CH:53]=[C:54]3[C:59]=2[S:58][CH2:57][CH2:56][C:55]3([CH3:60])[CH3:61])[CH2:43][CH2:42]1, predict the reactants needed to synthesize it. The reactants are: CC(C1C=C(C(C)C)C(C2C=CC=CC=2P(C2CCCCC2)C2CCCCC2)=C(C(C)C)C=1)C.C(=O)([O-])[O-].[K+].[K+].[CH:41]1([B-](F)(F)F)[CH2:43][CH2:42]1.[K+].Cl[C:50]1[CH:51]=[C:52]([CH:62]=[O:63])[CH:53]=[C:54]2[C:59]=1[S:58][CH2:57][CH2:56][C:55]2([CH3:61])[CH3:60]. (4) Given the product [Cl:6][C:7]1[CH:8]=[C:9]([CH:13]=[CH:14][C:15]=1[F:16])[C:10]([NH:5][CH:2]([CH3:4])[CH3:3])=[O:11], predict the reactants needed to synthesize it. The reactants are: Cl.[CH:2]([NH2:5])([CH3:4])[CH3:3].[Cl:6][C:7]1[CH:8]=[C:9]([CH:13]=[CH:14][C:15]=1[F:16])[C:10](O)=[O:11]. (5) The reactants are: Br[C:2]1[CH:3]=[CH:4][C:5]2[C:11]3[S:12][C:13]([C:15]([N:17]([C:19]4[CH:24]=[CH:23][CH:22]=[CH:21][C:20]=4[Cl:25])[CH3:18])=[O:16])=[CH:14][C:10]=3[CH2:9][CH2:8][O:7][C:6]=2[CH:26]=1.[NH:27]1[CH:31]=[C:30](B2OC(C)(C)C(C)(C)O2)[CH:29]=[N:28]1. Given the product [Cl:25][C:20]1[CH:21]=[CH:22][CH:23]=[CH:24][C:19]=1[N:17]([CH3:18])[C:15]([C:13]1[S:12][C:11]2[C:5]3[CH:4]=[CH:3][C:2]([C:30]4[CH:31]=[N:27][NH:28][CH:29]=4)=[CH:26][C:6]=3[O:7][CH2:8][CH2:9][C:10]=2[CH:14]=1)=[O:16], predict the reactants needed to synthesize it. (6) Given the product [Cl:1][C:2]1[C:26]([CH3:27])=[CH:25][C:5]2[N:6]=[C:7]3[C:12]([N:13]([CH2:14][CH:15]=[O:22])[C:4]=2[CH:3]=1)=[N:11][C:10](=[O:23])[NH:9][C:8]3=[O:24], predict the reactants needed to synthesize it. The reactants are: [Cl:1][C:2]1[C:26]([CH3:27])=[CH:25][C:5]2[N:6]=[C:7]3[C:12]([N:13]([CH2:14][CH:15]([OH:22])C(O)C(O)CO)[C:4]=2[CH:3]=1)=[N:11][C:10](=[O:23])[NH:9][C:8]3=[O:24].I(O)(O)(O)(O)(O)=O.C(=O)([O-])[O-].[Na+].[Na+]. (7) Given the product [CH3:1][C:2]1[N:7]=[C:6]([C:8]2[S:12][C:11]([NH:13][C:33](=[O:35])[CH3:34])=[N:10][C:9]=2[CH3:14])[CH:5]=[C:4]([CH3:15])[N:3]=1, predict the reactants needed to synthesize it. The reactants are: [CH3:1][C:2]1[N:7]=[C:6]([C:8]2[S:12][C:11]([NH2:13])=[N:10][C:9]=2[CH3:14])[CH:5]=[C:4]([CH3:15])[N:3]=1.CN(C)CCN(C)C1N=C(C2SC(N[C:33](=[O:35])[CH3:34])=NC=2C)C=C(C)N=1.